Dataset: Full USPTO retrosynthesis dataset with 1.9M reactions from patents (1976-2016). Task: Predict the reactants needed to synthesize the given product. Given the product [OH:14][CH2:13][C:10]1[CH:9]=[CH:8][C:7]2[N:6]([CH2:18][CH2:17][C:19]3[CH:20]=[CH:21][C:22]([CH2:25][OH:26])=[N:23][CH:24]=3)[C:5]3[CH2:15][CH2:16][N:2]([CH3:1])[CH2:3][C:4]=3[C:12]=2[CH:11]=1, predict the reactants needed to synthesize it. The reactants are: [CH3:1][N:2]1[CH2:16][CH2:15][C:5]2[NH:6][C:7]3[CH:8]=[CH:9][C:10]([CH2:13][OH:14])=[CH:11][C:12]=3[C:4]=2[CH2:3]1.[CH:17]([C:19]1[CH:20]=[CH:21][C:22]([CH2:25][OH:26])=[N:23][CH:24]=1)=[CH2:18].[OH-].[K+].